Dataset: Full USPTO retrosynthesis dataset with 1.9M reactions from patents (1976-2016). Task: Predict the reactants needed to synthesize the given product. (1) Given the product [CH3:56][O:57][C:58]([NH:60][CH:61]([C:65]1[CH:70]=[CH:69][CH:68]=[CH:67][CH:66]=1)[C:46]([N:42]1[CH2:43][CH2:44][CH2:45][CH:41]1[C:39]1[NH:38][C:37]2[C:53]3[C:33]([CH:34]=[CH:35][C:36]=2[N:40]=1)=[CH:32][C:31]1[C:25]2[C:26]([CH2:28][O:29][C:30]=1[CH:54]=3)=[CH:27][C:22]([C:19]1[NH:18][C:17]([CH:13]3[CH2:14][CH2:15][CH2:16][N:12]3[C:10](=[O:11])[CH:6]([NH:5][C:3](=[O:4])[OH:2])[CH:7]([CH3:8])[CH3:9])=[N:21][CH:20]=1)=[CH:23][CH:24]=2)=[O:47])=[O:59], predict the reactants needed to synthesize it. The reactants are: C[O:2][C:3]([NH:5][C@H:6]([C:10]([N:12]1[CH2:16][CH2:15][CH2:14][CH:13]1[C:17]1[NH:18][C:19]([C:22]2[CH:27]=[C:26]3[CH2:28][O:29][C:30]4[CH:54]=[C:53]5[C:33]([CH:34]=[CH:35][C:36]6[N:40]=[C:39]([CH:41]7[CH2:45][CH2:44][CH2:43][N:42]7[C:46](OC(C)(C)C)=[O:47])[NH:38][C:37]=65)=[CH:32][C:31]=4[C:25]3=[CH:24][CH:23]=2)=[CH:20][N:21]=1)=[O:11])[CH:7]([CH3:9])[CH3:8])=[O:4].Cl.[CH3:56][O:57][C:58]([NH:60][C@H:61]([C:65]1[CH:70]=[CH:69][CH:68]=[CH:67][CH:66]=1)C(O)=O)=[O:59].CCOC(C(C#N)=NOC(N1CCOCC1)=[N+](C)C)=O.F[P-](F)(F)(F)(F)F.C(N(C(C)C)CC)(C)C. (2) Given the product [OH:37][CH2:36][C:35]([NH:34][S:20]([C:16]1[CH:17]=[CH:18][CH:19]=[C:14]([C:10]2[CH:9]=[C:8]([C:6]3[CH:5]=[C:4]([C:24]4[CH:29]=[CH:28][C:27]([C:30]([F:33])([F:31])[F:32])=[CH:26][CH:25]=4)[CH:3]=[C:2]([CH3:1])[N:7]=3)[CH:13]=[CH:12][N:11]=2)[CH:15]=1)(=[O:21])=[O:22])([CH3:39])[CH3:38], predict the reactants needed to synthesize it. The reactants are: [CH3:1][C:2]1[N:7]=[C:6]([C:8]2[CH:13]=[CH:12][N:11]=[C:10]([C:14]3[CH:15]=[C:16]([S:20](Cl)(=[O:22])=[O:21])[CH:17]=[CH:18][CH:19]=3)[CH:9]=2)[CH:5]=[C:4]([C:24]2[CH:29]=[CH:28][C:27]([C:30]([F:33])([F:32])[F:31])=[CH:26][CH:25]=2)[CH:3]=1.[NH2:34][C:35]([CH3:39])([CH3:38])[CH2:36][OH:37]. (3) Given the product [F:1][C:2]1[CH:21]=[CH:20][C:5]2[C:6]([C:9]3[CH:14]=[CH:13][C:12]([O:15][CH2:16][C@H:17]([OH:18])[CH2:19][NH:28][CH2:27][C:23]4[S:22][CH:26]=[CH:25][CH:24]=4)=[CH:11][CH:10]=3)=[N:7][O:8][C:4]=2[CH:3]=1, predict the reactants needed to synthesize it. The reactants are: [F:1][C:2]1[CH:21]=[CH:20][C:5]2[C:6]([C:9]3[CH:14]=[CH:13][C:12]([O:15][CH2:16][C@H:17]4[CH2:19][O:18]4)=[CH:11][CH:10]=3)=[N:7][O:8][C:4]=2[CH:3]=1.[S:22]1[CH:26]=[CH:25][CH:24]=[C:23]1[CH2:27][NH2:28]. (4) Given the product [CH2:1]([CH:3]1[O:7][C:6](=[O:8])[N:5]([CH2:9][C:10]2[CH:15]=[CH:14][CH:13]=[CH:12][C:11]=2[NH2:16])[CH2:4]1)[CH3:2], predict the reactants needed to synthesize it. The reactants are: [CH2:1]([CH:3]1[O:7][C:6](=[O:8])[N:5]([CH2:9][C:10]2[CH:15]=[CH:14][CH:13]=[CH:12][C:11]=2[N+:16]([O-])=O)[CH2:4]1)[CH3:2].[Cl-].[NH4+]. (5) Given the product [CH3:57][O:58][C:40]1[CH:39]=[CH:38][C:37](/[CH:36]=[CH:35]/[C:33]([OH:32])=[O:34])=[CH:42][CH:41]=1, predict the reactants needed to synthesize it. The reactants are: CCCCCCC[CH2:42][CH2:41][CH2:40][CH2:39][CH2:38][CH2:37][CH2:36][CH2:35][C:33]([O:32]C[C@@H]([O:32][C:33]([CH2:35][CH2:36][CH2:37][CH2:38][CH2:39][CH2:40][CH2:41]/[CH:42]=C\CCCCCCCC)=[O:34])COP(OCC(O)CO)(O)=O)=[O:34].CCC([CH2:57][O:58]C(C(N(CC[NH+](C)C)C)=O)(C1C=CC=CC=1)C1C=CC=CC=1)CC.[Cl-].[Na+].[Cl-].C(O)C(N)(CO)CO.Cl.